Dataset: Full USPTO retrosynthesis dataset with 1.9M reactions from patents (1976-2016). Task: Predict the reactants needed to synthesize the given product. (1) Given the product [CH2:1]([N:3]1[CH2:8][CH2:7][N:6]([C:9]2[C:14]3[CH:15]=[CH:16][S:17][C:13]=3[CH:12]=[C:11]([C:18]3[CH:23]=[CH:22][C:21]([CH:24]([OH:25])[CH2:26][CH3:27])=[CH:20][CH:19]=3)[N:10]=2)[CH2:5][CH2:4]1)[CH3:2], predict the reactants needed to synthesize it. The reactants are: [CH2:1]([N:3]1[CH2:8][CH2:7][N:6]([C:9]2[C:14]3[CH:15]=[CH:16][S:17][C:13]=3[CH:12]=[C:11]([C:18]3[CH:23]=[CH:22][C:21]([CH:24]=[O:25])=[CH:20][CH:19]=3)[N:10]=2)[CH2:5][CH2:4]1)[CH3:2].[CH2:26]([Mg]Br)[CH3:27].C(OCC)C.[Cl-].[NH4+]. (2) Given the product [O:1]([C:8]1[CH2:13][CH2:12][CH:11]([C:25](=[O:34])[CH:26]=[CH:27][C:28]2[CH:33]=[CH:32][CH:31]=[CH:30][CH:29]=2)[C:10](=[O:14])[CH:9]=1)[C:2]1[CH:7]=[CH:6][CH:5]=[CH:4][CH:3]=1, predict the reactants needed to synthesize it. The reactants are: [O:1]([C:8]1[CH2:13][CH2:12][CH2:11][C:10](=[O:14])[CH:9]=1)[C:2]1[CH:7]=[CH:6][CH:5]=[CH:4][CH:3]=1.C[Si]([N-][Si](C)(C)C)(C)C.[Li+].[C:25](Cl)(=[O:34])[CH:26]=[CH:27][C:28]1[CH:33]=[CH:32][CH:31]=[CH:30][CH:29]=1.Cl. (3) The reactants are: CN(C=O)C.[CH:6]1([CH2:9][CH2:10][O:11][C:12]2[CH:20]=[CH:19][C:15]([C:16]([OH:18])=O)=[CH:14][CH:13]=2)[CH2:8][CH2:7]1.[NH2:21][CH2:22][C:23]([OH:25])=[O:24].C(N(CC)CC)C. Given the product [CH:6]1([CH2:9][CH2:10][O:11][C:12]2[CH:13]=[CH:14][C:15]([C:16]([NH:21][CH2:22][C:23]([OH:25])=[O:24])=[O:18])=[CH:19][CH:20]=2)[CH2:7][CH2:8]1, predict the reactants needed to synthesize it. (4) Given the product [F:26][C:21]1[CH:20]=[C:19]([CH:24]=[C:23]([F:25])[CH:22]=1)[CH2:18][C@H:2]([NH:1][C:27](=[O:34])[CH2:28][CH2:29][CH2:30][C:31]([OH:33])=[O:32])[C@H:3]([OH:17])[CH2:4][NH:5][C:6]1([C:9]2[CH:14]=[CH:13][CH:12]=[C:11]([CH2:15][CH3:16])[CH:10]=2)[CH2:8][CH2:7]1, predict the reactants needed to synthesize it. The reactants are: [NH2:1][CH:2]([CH2:18][C:19]1[CH:24]=[C:23]([F:25])[CH:22]=[C:21]([F:26])[CH:20]=1)[CH:3]([OH:17])[CH2:4][NH:5][C:6]1([C:9]2[CH:14]=[CH:13][CH:12]=[C:11]([CH2:15][CH3:16])[CH:10]=2)[CH2:8][CH2:7]1.[C:27]1(=[O:34])[O:33][C:31](=[O:32])[CH2:30][CH2:29][CH2:28]1. (5) The reactants are: COC(=O)C[S:5][C:6](=S)[C:7]1[CH:12]=[CH:11][CH:10]=[CH:9][CH:8]=1.[NH2:15][NH2:16]. Given the product [C:6]([NH:15][NH2:16])(=[S:5])[C:7]1[CH:12]=[CH:11][CH:10]=[CH:9][CH:8]=1, predict the reactants needed to synthesize it.